From a dataset of Reaction yield outcomes from USPTO patents with 853,638 reactions. Predict the reaction yield, written as a fraction of the theoretical maximum amount of product (1.0 means a 100% yield; for example, 0.34 means a 34% yield). (1) The reactants are [F:1][C:2]1[CH:3]=[N:4][CH:5]=[CH:6][C:7]=1[C:8]1[C:9]([C:16]2[CH:17]=[N:18][CH:19]=[CH:20][CH:21]=2)=[N:10][C:11]([NH2:15])=[C:12]([NH2:14])[CH:13]=1.C1C[O:25][CH2:24]C1.C(N1C=CN=C1)(N1C=CN=C1)=O. No catalyst specified. The product is [F:1][C:2]1[CH:3]=[N:4][CH:5]=[CH:6][C:7]=1[C:8]1[CH:13]=[C:12]2[NH:14][C:24](=[O:25])[NH:15][C:11]2=[N:10][C:9]=1[C:16]1[CH:17]=[N:18][CH:19]=[CH:20][CH:21]=1. The yield is 0.170. (2) The reactants are Br[C:2]1[CH:3]=[C:4]([NH:8][C:9](=[O:18])[C:10]2[CH:15]=[CH:14][CH:13]=[C:12]([O:16][CH3:17])[CH:11]=2)[CH:5]=[N:6][CH:7]=1.CC1(C)C(C)(C)[O:23][B:22](B2OC(C)(C)C(C)(C)O2)[O:21]1.C([O-])(=O)C.[K+]. The catalyst is O1CCOCC1.C(OCC)(=O)C.C1(P(C2C=CC=CC=2)[C-]2C=CC=C2)C=CC=CC=1.[C-]1(P(C2C=CC=CC=2)C2C=CC=CC=2)C=CC=C1.[Fe+2]. The product is [CH3:17][O:16][C:12]1[CH:11]=[C:10]([CH:15]=[CH:14][CH:13]=1)[C:9]([NH:8][C:4]1[CH:3]=[C:2]([B:22]([OH:23])[OH:21])[CH:7]=[N:6][CH:5]=1)=[O:18]. The yield is 0.440. (3) The reactants are [CH3:1][C:2]1[N:10]=[CH:9][CH:8]=[CH:7][C:3]=1[C:4]([OH:6])=O.[H-].[Na+].ClC(OCC)=O.[C:19]([O:27][CH2:28][CH3:29])(=[O:26])[CH2:20][C:21]([O:23][CH2:24][CH3:25])=[O:22]. The catalyst is C1COCC1.C(O)(=O)C. The product is [CH2:24]([O:23][C:21](=[O:22])[CH:20]([C:4]([C:3]1[C:2]([CH3:1])=[N:10][CH:9]=[CH:8][CH:7]=1)=[O:6])[C:19]([O:27][CH2:28][CH3:29])=[O:26])[CH3:25]. The yield is 0.870.